The task is: Predict the reactants needed to synthesize the given product.. This data is from Full USPTO retrosynthesis dataset with 1.9M reactions from patents (1976-2016). (1) Given the product [CH:6]1([CH2:5][CH:4]([N:11]2[C:19]3[C:14](=[CH:15][CH:16]=[CH:17][CH:18]=3)[C:13](=[O:20])[C:12]2=[O:21])[C:3]([OH:22])=[O:2])[CH2:10][CH2:9][CH2:8][CH2:7]1, predict the reactants needed to synthesize it. The reactants are: C[O:2][C:3](=[O:22])[CH:4]([N:11]1[C:19]2[C:14](=[CH:15][CH:16]=[CH:17][CH:18]=2)[C:13](=[O:20])[C:12]1=[O:21])[CH2:5][CH:6]1[CH2:10][CH2:9][CH2:8][CH2:7]1.O.[OH-].[Li+]. (2) The reactants are: Cl.[C:2]([C:5]1[CH:6]=[CH:7][C:8]([O:31][CH2:32][CH:33]2[CH2:35][CH2:34]2)=[C:9]([C:11]2[C:12]3[NH:19][C:18]([CH3:20])=[C:17]([C:21]([NH:23][C@H:24]4[CH2:29][CH2:28][C@H:27]([NH2:30])[CH2:26][CH2:25]4)=[O:22])[C:13]=3[N:14]=[CH:15][N:16]=2)[CH:10]=1)(=[O:4])[CH3:3].[C:36](Cl)(=[O:38])[CH3:37]. Given the product [C:36]([NH:30][C@H:27]1[CH2:28][CH2:29][C@H:24]([NH:23][C:21]([C:17]2[C:13]3[N:14]=[CH:15][N:16]=[C:11]([C:9]4[CH:10]=[C:5]([C:2](=[O:4])[CH3:3])[CH:6]=[CH:7][C:8]=4[O:31][CH2:32][CH:33]4[CH2:34][CH2:35]4)[C:12]=3[NH:19][C:18]=2[CH3:20])=[O:22])[CH2:25][CH2:26]1)(=[O:38])[CH3:37], predict the reactants needed to synthesize it. (3) Given the product [CH3:24][NH:22][C:18]1[CH:17]=[C:16]([C:14]([N:10]2[CH2:11][CH2:12][CH2:13][CH:8]([C:3]3[CH:4]=[CH:5][C:6]([CH3:26])=[CH:7][CH:2]=3)[CH2:9]2)=[O:15])[CH:21]=[CH:20][N:19]=1, predict the reactants needed to synthesize it. The reactants are: F[C:2]1[CH:7]=[CH:6][CH:5]=[CH:4][C:3]=1[CH:8]1[CH2:13][CH2:12][CH2:11][N:10]([C:14]([C:16]2[CH:21]=[CH:20][N:19]=[C:18]([N:22]([CH3:24])C)[CH:17]=2)=[O:15])[CH2:9]1.Cl.[CH3:26]C1C=CC(C2CCCNC2)=CC=1.CNC1C=C(C=CN=1)C(O)=O. (4) Given the product [C:27]([O:26][C:24](=[O:25])[N:13]([CH2:6][CH2:7][CH2:8][CH2:9][CH2:10][CH2:11][CH3:12])[CH2:14][CH2:15][C:16]1[CH:21]=[CH:20][C:19]([CH2:22][OH:23])=[CH:18][CH:17]=1)([CH3:30])([CH3:29])[CH3:28], predict the reactants needed to synthesize it. The reactants are: C([O-])(O)=O.[Na+].[CH2:6]([NH:13][CH2:14][CH2:15][C:16]1[CH:21]=[CH:20][C:19]([CH2:22][OH:23])=[CH:18][CH:17]=1)[CH2:7][CH2:8][CH2:9][CH2:10][CH2:11][CH3:12].[C:24](O[C:24]([O:26][C:27]([CH3:30])([CH3:29])[CH3:28])=[O:25])([O:26][C:27]([CH3:30])([CH3:29])[CH3:28])=[O:25].[OH-].[Na+]. (5) Given the product [CH3:1][O:2][C:3]([CH:5]1[CH2:9][C:8](=[O:10])[N:7]([C:11]2[CH:16]=[CH:15][C:14]([O:17][CH2:23][C:22]3[CH:25]=[CH:26][CH:27]=[C:20]([F:19])[CH:21]=3)=[C:13]([CH3:18])[CH:12]=2)[CH2:6]1)=[O:4], predict the reactants needed to synthesize it. The reactants are: [CH3:1][O:2][C:3]([CH:5]1[CH2:9][C:8](=[O:10])[N:7]([C:11]2[CH:16]=[CH:15][C:14]([OH:17])=[C:13]([CH3:18])[CH:12]=2)[CH2:6]1)=[O:4].[F:19][C:20]1[CH:21]=[C:22]([CH:25]=[CH:26][CH:27]=1)[CH2:23]Br.C(=O)([O-])[O-].[K+].[K+]. (6) Given the product [CH3:56][O:55][C:53](=[O:54])[NH:52][C@H:48]([C:47]([N:41]1[CH2:42][C@@H:43]([C:45](=[O:65])[NH2:46])[CH2:44][C@H:40]1[C:37]1[NH:38][CH:39]=[C:35]([C:32]2[CH:33]=[CH:34][C:29]([C:25]3[CH:26]=[C:27]([Cl:28])[C:22]([NH:21][C:20]([C:17]4[CH:16]=[N:15][C:14]([N:11]5[CH2:12][CH2:13][NH:8][CH2:9][C@H:10]5[CH3:64])=[CH:19][CH:18]=4)=[O:63])=[CH:23][C:24]=3[O:58][C:59]([F:60])([F:61])[F:62])=[CH:30][CH:31]=2)[N:36]=1)=[O:57])[CH:49]([CH3:50])[CH3:51], predict the reactants needed to synthesize it. The reactants are: C(OC([N:8]1[CH2:13][CH2:12][N:11]([C:14]2[CH:19]=[CH:18][C:17]([C:20](=[O:63])[NH:21][C:22]3[C:27]([Cl:28])=[CH:26][C:25]([C:29]4[CH:34]=[CH:33][C:32]([C:35]5[N:36]=[C:37]([C@@H:40]6[CH2:44][C@H:43]([C:45]#[N:46])[CH2:42][N:41]6[C:47](=[O:57])[C@@H:48]([NH:52][C:53]([O:55][CH3:56])=[O:54])[CH:49]([CH3:51])[CH3:50])[NH:38][CH:39]=5)=[CH:31][CH:30]=4)=[C:24]([O:58][C:59]([F:62])([F:61])[F:60])[CH:23]=3)=[CH:16][N:15]=2)[C@H:10]([CH3:64])[CH2:9]1)=O)(C)(C)C.[O:65]1CCOCC1. (7) Given the product [NH2:20][C:2]1[CH:6]=[C:5]([C:7]([NH:10][C:11](=[O:13])[CH3:12])([CH3:9])[CH3:8])[N:4]([CH3:14])[N:3]=1, predict the reactants needed to synthesize it. The reactants are: Br[C:2]1[CH:6]=[C:5]([C:7]([NH:10][C:11](=[O:13])[CH3:12])([CH3:9])[CH3:8])[N:4]([CH3:14])[N:3]=1.N.O[C@H]1C[NH:20][C@H](C(O)=O)C1.C(=O)([O-])[O-].[K+].[K+].